From a dataset of Forward reaction prediction with 1.9M reactions from USPTO patents (1976-2016). Predict the product of the given reaction. (1) Given the reactants [C:1]([C@H:4]1[N:8]([S:9]([C:12]2[CH:21]=[CH:20][C:19]3[C:14](=[CH:15][CH:16]=[CH:17][CH:18]=3)[CH:13]=2)(=[O:11])=[O:10])[CH2:7][C@H:6]([S:22][S:23][C@H:24]2[CH2:28][N:27]([S:29]([C:32]3[CH:41]=[CH:40][C:39]4[C:34](=[CH:35][CH:36]=[CH:37][CH:38]=4)[CH:33]=3)(=[O:31])=[O:30])[C@H:26]([C:42](O)=[O:43])[CH2:25]2)[CH2:5]1)([OH:3])=O.C[N:46]1[CH2:51][CH2:50]OC[CH2:47]1.[B-](F)(F)(F)F.CN(C(ON1[C:70](=O)[CH:69]=[CH:68][CH:67]=[CH:66]1)=[N+](C)C)C.[CH3:72][NH:73][CH2:74][C:75]1[CH:80]=[CH:79][CH:78]=[CH:77][CH:76]=1.OS([O-])(=O)=O.[K+], predict the reaction product. The product is: [CH2:51]([N:46]([CH3:47])[C:42]([C@@H:26]1[CH2:25][C@@H:24]([S:23][S:22][C@@H:6]2[CH2:5][C@@H:4]([C:1](=[O:3])[N:73]([CH2:74][C:75]3[CH:80]=[CH:79][CH:78]=[CH:77][CH:76]=3)[CH3:72])[N:8]([S:9]([C:12]3[CH:21]=[CH:20][C:19]4[C:14](=[CH:15][CH:16]=[CH:17][CH:18]=4)[CH:13]=3)(=[O:10])=[O:11])[CH2:7]2)[CH2:28][N:27]1[S:29]([C:32]1[CH:41]=[CH:40][C:39]2[C:34](=[CH:35][CH:36]=[CH:37][CH:38]=2)[CH:33]=1)(=[O:30])=[O:31])=[O:43])[C:50]1[CH:70]=[CH:69][CH:68]=[CH:67][CH:66]=1. (2) Given the reactants [CH3:1][C:2]1[CH:7]=[CH:6][C:5]([S:8]([N:11]([C@H:16]([C:45]([OH:47])=[O:46])[CH2:17][CH2:18][CH2:19][CH2:20][NH:21][C:22]([C@@H:24]([NH:35][S:36]([C:39]2[CH:44]=[CH:43][CH:42]=[CH:41][CH:40]=2)(=[O:38])=[O:37])[CH2:25][C:26]2[C:34]3[C:29](=[CH:30][CH:31]=[CH:32][CH:33]=3)[NH:28][CH:27]=2)=[O:23])[CH2:12][CH:13]([CH3:15])[CH3:14])(=[O:10])=[O:9])=[CH:4][CH:3]=1.[OH:48][CH2:49][CH:50]([CH2:52]O)[OH:51].C(Cl)CCl, predict the reaction product. The product is: [CH3:1][C:2]1[CH:3]=[CH:4][C:5]([S:8]([N:11]([C@H:16]([C:45]([O:47][CH2:52][CH:50]([OH:51])[CH2:49][OH:48])=[O:46])[CH2:17][CH2:18][CH2:19][CH2:20][NH:21][C:22]([C@@H:24]([NH:35][S:36]([C:39]2[CH:44]=[CH:43][CH:42]=[CH:41][CH:40]=2)(=[O:37])=[O:38])[CH2:25][CH:26]2[C:34]3[C:29](=[CH:30][CH:31]=[CH:32][CH:33]=3)[N:28]=[CH:27]2)=[O:23])[CH2:12][CH:13]([CH3:15])[CH3:14])(=[O:9])=[O:10])=[CH:6][CH:7]=1. (3) Given the reactants [N:1]12[CH2:8][CH2:7][CH:4]([CH2:5][CH2:6]1)[C@@H:3]([OH:9])[CH2:2]2.[H-].[Na+].[C:12]1([C@H:18]2[C:27]3[C:22](=[CH:23][CH:24]=[CH:25][CH:26]=3)[CH2:21][CH2:20][N:19]2[C:28](OCC)=[O:29])[CH:17]=[CH:16][CH:15]=[CH:14][CH:13]=1, predict the reaction product. The product is: [CH:15]1[CH:16]=[CH:17][C:12]([C@@H:18]2[N:19]([C:28]([O:9][C@@H:3]3[CH:4]4[CH2:7][CH2:8][N:1]([CH2:6][CH2:5]4)[CH2:2]3)=[O:29])[CH2:20][CH2:21][C:22]3[CH:23]=[CH:24][CH:25]=[CH:26][C:27]2=3)=[CH:13][CH:14]=1. (4) Given the reactants Cl.Cl.[C:3]([C:7]1[CH:12]=[CH:11][CH:10]=[CH:9][C:8]=1[N:13]1[CH2:18][CH2:17][NH:16][CH2:15][CH2:14]1)([CH3:6])([CH3:5])[CH3:4].[O:19]=[C:20]1[NH:25][CH:24]([C:26](O)=[O:27])[CH2:23][CH2:22][CH2:21]1.Cl.C(N=C=NCCCN(C)C)C.O.ON1C2C=CC=CC=2N=N1, predict the reaction product. The product is: [C:3]([C:7]1[CH:12]=[CH:11][CH:10]=[CH:9][C:8]=1[N:13]1[CH2:18][CH2:17][N:16]([C:26]([CH:24]2[NH:25][C:20](=[O:19])[CH2:21][CH2:22][CH2:23]2)=[O:27])[CH2:15][CH2:14]1)([CH3:6])([CH3:4])[CH3:5]. (5) Given the reactants [Cl:1][C@H:2]1[C@H:6]([CH2:7][CH2:8][CH2:9][CH2:10][CH2:11][CH2:12][C:13]([O:15][CH2:16][CH2:17][CH3:18])=[O:14])[C@@H:5]([CH2:19][OH:20])[C@H:4]([O:21][CH:22]2[CH2:27][CH2:26][CH2:25][CH2:24][O:23]2)[CH2:3]1.C1C=C[NH+]=CC=1.[O-][Cr](Cl)(=O)=O.C([O-])(=O)C.[Na+], predict the reaction product. The product is: [Cl:1][C@H:2]1[C@H:6]([CH2:7][CH2:8][CH2:9][CH2:10][CH2:11][CH2:12][C:13]([O:15][CH2:16][CH2:17][CH3:18])=[O:14])[C@@H:5]([CH:19]=[O:20])[C@H:4]([O:21][CH:22]2[CH2:27][CH2:26][CH2:25][CH2:24][O:23]2)[CH2:3]1. (6) Given the reactants [Cl:1][C:2]1[CH:3]=[C:4]([CH:14]=[CH:15][C:16]=1[Cl:17])[CH2:5][N:6]1[CH2:11][CH2:10][O:9][CH:8]([CH2:12][NH2:13])[CH2:7]1.[CH3:18][S:19][C:20]1[CH:25]=[CH:24][C:23]([CH2:26][C:27](O)=[O:28])=[CH:22][CH:21]=1, predict the reaction product. The product is: [Cl:1][C:2]1[CH:3]=[C:4]([CH:14]=[CH:15][C:16]=1[Cl:17])[CH2:5][N:6]1[CH2:11][CH2:10][O:9][CH:8]([CH2:12][NH:13][C:27](=[O:28])[CH2:26][C:23]2[CH:24]=[CH:25][C:20]([S:19][CH3:18])=[CH:21][CH:22]=2)[CH2:7]1. (7) Given the reactants [CH3:1][C:2]([C:5]([NH:7][C:8]1[CH:9]=[N:10][C:11]([O:14][C:15]2[C:20]3[C:21]4([CH2:24][O:25][CH2:26][C:19]=3[CH:18]=[CH:17][CH:16]=2)[CH2:23][CH2:22]4)=[CH:12][CH:13]=1)=[O:6])([CH3:4])[NH2:3].Cl[C:28](Cl)([O:30]C(=O)OC(Cl)(Cl)Cl)Cl, predict the reaction product. The product is: [CH3:4][C:2]1([CH3:1])[NH:3][C:28](=[O:30])[N:7]([C:8]2[CH:9]=[N:10][C:11]([O:14][C:15]3[C:20]4[C:21]5([CH2:24][O:25][CH2:26][C:19]=4[CH:18]=[CH:17][CH:16]=3)[CH2:22][CH2:23]5)=[CH:12][CH:13]=2)[C:5]1=[O:6].